Dataset: Full USPTO retrosynthesis dataset with 1.9M reactions from patents (1976-2016). Task: Predict the reactants needed to synthesize the given product. (1) Given the product [CH2:26]([O:33][C:34]1[CH:35]=[CH:36][C:37]([Cl:40])=[CH:38][C:39]=1[C:25]1[C:20]([Br:19])=[N:21][CH:22]=[CH:23][CH:24]=1)[C:27]1[CH:28]=[CH:29][CH:30]=[CH:31][CH:32]=1, predict the reactants needed to synthesize it. The reactants are: C(OC(=O)C1C=CC=C(C2C=CN=CC=2Br)C=1)C.[Br:19][C:20]1[CH:25]=[CH:24][CH:23]=[CH:22][N:21]=1.[CH2:26]([O:33][C:34]1[CH:39]=[CH:38][C:37]([Cl:40])=[CH:36][C:35]=1I)[C:27]1[CH:32]=[CH:31][CH:30]=[CH:29][CH:28]=1. (2) Given the product [OH:11][N:10]=[C:1]([NH2:9])[CH2:2][CH2:3][CH2:4][CH2:5][CH2:6][CH2:7][CH3:8], predict the reactants needed to synthesize it. The reactants are: [C:1](#[N:9])[CH2:2][CH2:3][CH2:4][CH2:5][CH2:6][CH2:7][CH3:8].[NH2:10][OH:11]. (3) Given the product [Cl:26][C:22]1[CH:21]=[C:20]([N:15]([CH2:14][CH:11]2[CH2:10][CH2:9][NH:8][CH2:13][CH2:12]2)[C:16](=[O:19])[CH2:17][CH3:18])[CH:25]=[CH:24][CH:23]=1, predict the reactants needed to synthesize it. The reactants are: C(OC([N:8]1[CH2:13][CH2:12][CH:11]([CH2:14][N:15]([C:20]2[CH:25]=[CH:24][CH:23]=[C:22]([Cl:26])[CH:21]=2)[C:16](=[O:19])[CH2:17][CH3:18])[CH2:10][CH2:9]1)=O)(C)(C)C.FC(F)(F)C(O)=O. (4) Given the product [Cl:26][C:23]1[CH:24]=[CH:25][C:20]([S:19][C:7]2[C:6]3[C:10](=[CH:11][CH:12]=[CH:13][C:5]=3[NH:4][C:1](=[O:3])[CH2:2][N:9]([CH3:10])[CH3:8])[N:9]([CH2:2][C:1]([O:33][CH2:32][CH3:31])=[O:3])[C:8]=2[CH3:18])=[CH:21][CH:22]=1, predict the reactants needed to synthesize it. The reactants are: [C:1]([NH:4][C:5]1[CH:13]=[CH:12][CH:11]=[C:10]2[C:6]=1[CH:7]([S:19][C:20]1[CH:25]=[CH:24][C:23]([Cl:26])=[CH:22][CH:21]=1)[C:8]([CH3:18])(CC(O)=O)[NH:9]2)(=[O:3])[CH3:2].Cl.CN([CH2:31][C:32](Cl)=[O:33])C.